Dataset: Forward reaction prediction with 1.9M reactions from USPTO patents (1976-2016). Task: Predict the product of the given reaction. (1) Given the reactants Cl[CH2:2][CH2:3][CH2:4][CH2:5][C:6]1([CH2:16][CH:17]([CH3:19])[CH3:18])[C:14]2[C:9](=[CH:10][CH:11]=[CH:12][CH:13]=2)[NH:8][C:7]1=[O:15].[O:20]1[C:25]2[CH:26]=[CH:27][CH:28]=[C:29]([N:30]3[CH2:35][CH2:34][NH:33][CH2:32][CH2:31]3)[C:24]=2[O:23][CH2:22][CH2:21]1, predict the reaction product. The product is: [O:20]1[C:25]2[CH:26]=[CH:27][CH:28]=[C:29]([N:30]3[CH2:35][CH2:34][N:33]([CH2:2][CH2:3][CH2:4][CH2:5][C:6]4([CH2:16][CH:17]([CH3:19])[CH3:18])[C:14]5[C:9](=[CH:10][CH:11]=[CH:12][CH:13]=5)[NH:8][C:7]4=[O:15])[CH2:32][CH2:31]3)[C:24]=2[O:23][CH2:22][CH2:21]1. (2) Given the reactants [F:1][C:2]1[CH:3]=[C:4]2[C:12](=[CH:13][CH:14]=1)[NH:11][C:10]1[CH:9]([C:15]3[CH:20]=[CH:19][C:18]([CH3:21])=[CH:17][CH:16]=3)[NH:8][CH2:7][CH2:6][C:5]2=1.[C:22](Cl)(=[O:31])[CH2:23][CH2:24][C:25]1[CH:30]=[CH:29][CH:28]=[CH:27][CH:26]=1, predict the reaction product. The product is: [F:1][C:2]1[CH:3]=[C:4]2[C:12](=[CH:13][CH:14]=1)[NH:11][C:10]1[CH:9]([C:15]3[CH:20]=[CH:19][C:18]([CH3:21])=[CH:17][CH:16]=3)[N:8]([C:22](=[O:31])[CH2:23][CH2:24][C:25]3[CH:30]=[CH:29][CH:28]=[CH:27][CH:26]=3)[CH2:7][CH2:6][C:5]2=1. (3) Given the reactants [N:1]1[CH:6]=[CH:5][CH:4]=[CH:3][C:2]=1[C:7]1[CH:8]=[C:9]([CH:12]=[CH:13][CH:14]=1)[CH:10]=O.N1C=CC=CC=1C1C=C[C:24]([CH:25]=[O:26])=CC=1, predict the reaction product. The product is: [N:1]1[CH:6]=[CH:5][CH:4]=[CH:3][C:2]=1[C:7]1[CH:8]=[C:9](/[CH:10]=[CH:24]/[CH:25]=[O:26])[CH:12]=[CH:13][CH:14]=1. (4) Given the reactants [Br:1][C:2]1[CH:10]=[C:9]([F:11])[CH:8]=[CH:7][C:3]=1[C:4](O)=[O:5].BrC1C=CC(Cl)=CC=1[CH2:20][O:21][CH2:22]OC, predict the reaction product. The product is: [Br:1][C:2]1[CH:10]=[C:9]([F:11])[CH:8]=[CH:7][C:3]=1[CH2:4][O:5][CH2:20][O:21][CH3:22]. (5) Given the reactants [Cl:1][C:2]1[C:3]([NH:13][C:14]2[CH:19]=[N:18][CH:17]=[C:16]([C:20]3[CH:25]=[CH:24][C:23]([OH:26])=[CH:22][CH:21]=3)[N:15]=2)=[CH:4][C:5]([O:11][CH3:12])=[C:6]([CH:10]=1)[C:7](O)=[O:8].[CH3:27][N:28]([CH3:34])[CH2:29][CH2:30][CH2:31][NH:32][CH3:33].C(N(CC)CC)C.CN(C(ON1N=NC2C=CC=CC1=2)=[N+](C)C)C.[B-](F)(F)(F)F, predict the reaction product. The product is: [Cl:1][C:2]1[C:3]([NH:13][C:14]2[CH:19]=[N:18][CH:17]=[C:16]([C:20]3[CH:21]=[CH:22][C:23]([OH:26])=[CH:24][CH:25]=3)[N:15]=2)=[CH:4][C:5]([O:11][CH3:12])=[C:6]([CH:10]=1)[C:7]([N:32]([CH2:31][CH2:30][CH2:29][N:28]([CH3:34])[CH3:27])[CH3:33])=[O:8]. (6) Given the reactants [F:1][C:2]1[CH:21]=[CH:20][C:5]2[C:6]([C:9]3[CH:14]=[CH:13][CH:12]=[C:11]([O:15][CH2:16][C@H:17]4[CH2:19][O:18]4)[CH:10]=3)=[N:7][O:8][C:4]=2[CH:3]=1, predict the reaction product. The product is: [CH2:6]([NH:7][CH2:19][C@@H:17]([OH:18])[CH2:16][O:15][C:11]1[CH:12]=[CH:13][CH:14]=[C:9]([C:6]2[C:5]3[CH:20]=[CH:21][C:2]([F:1])=[CH:3][C:4]=3[O:8][N:7]=2)[CH:10]=1)[C:5]1[CH:20]=[CH:21][CH:2]=[CH:3][CH:4]=1.